Dataset: Forward reaction prediction with 1.9M reactions from USPTO patents (1976-2016). Task: Predict the product of the given reaction. (1) The product is: [ClH:1].[O:26]1[C:35]2[CH:34]=[C:33]([CH2:36][NH:2][CH:3]3[CH2:12][CH2:11][C:10]4[N:9]=[C:8]([N:13]5[C:18](=[O:19])[CH:17]=[N:16][C:15]6[CH:20]=[CH:21][C:22]([O:24][CH3:25])=[N:23][C:14]5=6)[N:7]=[CH:6][C:5]=4[CH2:4]3)[N:32]=[CH:31][C:30]=2[O:29][CH2:28][CH2:27]1. Given the reactants [ClH:1].[NH2:2][CH:3]1[CH2:12][CH2:11][C:10]2[N:9]=[C:8]([N:13]3[C:18](=[O:19])[CH:17]=[N:16][C:15]4[CH:20]=[CH:21][C:22]([O:24][CH3:25])=[N:23][C:14]3=4)[N:7]=[CH:6][C:5]=2[CH2:4]1.[O:26]1[C:35]2[CH:34]=[C:33]([CH:36]=O)[N:32]=[CH:31][C:30]=2[O:29][CH2:28][CH2:27]1.C(=O)(O)[O-].[Na+].S([O-])([O-])(=O)=O.[Na+].[Na+].C(O[BH-](OC(=O)C)OC(=O)C)(=O)C.[Na+], predict the reaction product. (2) Given the reactants [CH3:1][CH:2]1[CH2:7][C:6](=[O:8])[CH:5]=[C:4](B2OC(C)(C)C(C)(C)O2)[CH2:3]1.Cl[C:19]1[CH:24]=[CH:23][N:22]=[CH:21][C:20]=1[N+:25]([O-:27])=[O:26].C([O-])([O-])=O.[Na+].[Na+].C(Cl)Cl, predict the reaction product. The product is: [CH3:1][CH:2]1[CH2:7][C:6](=[O:8])[CH:5]=[C:4]([C:19]2[CH:24]=[CH:23][N:22]=[CH:21][C:20]=2[N+:25]([O-:27])=[O:26])[CH2:3]1. (3) Given the reactants [NH2:1][CH:2]1[CH2:9][CH:8]2[CH:4]([CH2:5][C:6](=[O:10])[CH2:7]2)[CH2:3]1.F[C:12]1[CH:17]=[C:16]([F:18])[CH:15]=[CH:14][C:13]=1[N+:19]([O-:21])=[O:20].C(=O)([O-])[O-].[K+].[K+], predict the reaction product. The product is: [F:18][C:16]1[CH:15]=[CH:14][C:13]([N+:19]([O-:21])=[O:20])=[C:12]([NH:1][CH:2]2[CH2:9][CH:8]3[CH:4]([CH2:5][C:6](=[O:10])[CH2:7]3)[CH2:3]2)[CH:17]=1. (4) Given the reactants C(OC([N:8]1[CH:17]([CH3:18])[CH2:16][C:15]2[C:11](=[C:12](OS(C(F)(F)F)(=O)=O)[N:13]([CH:19]([CH3:21])[CH3:20])[N:14]=2)[CH2:10][CH2:9]1)=O)(C)(C)C.[F:30][C:31]1[CH:36]=[CH:35][C:34](B(O)O)=[CH:33][CH:32]=1.FC1C=CC(C2N(C(C)C)N=C3C=2CC(C)NCC3)=CC=1, predict the reaction product. The product is: [F:30][C:31]1[CH:36]=[CH:35][C:34]([C:12]2[N:13]([CH:19]([CH3:20])[CH3:21])[N:14]=[C:15]3[C:11]=2[CH2:10][CH2:9][NH:8][CH:17]([CH3:18])[CH2:16]3)=[CH:33][CH:32]=1. (5) Given the reactants [CH2:1]([O:8][CH2:9][C:10]([CH3:12])=O)[C:2]1[CH:7]=[CH:6][CH:5]=[CH:4][CH:3]=1.[C-:13]#[N:14].[Na+].[Cl-].[NH4+:17], predict the reaction product. The product is: [NH2:17][C:10]([CH3:12])([CH2:9][O:8][CH2:1][C:2]1[CH:7]=[CH:6][CH:5]=[CH:4][CH:3]=1)[C:13]#[N:14].